This data is from Catalyst prediction with 721,799 reactions and 888 catalyst types from USPTO. The task is: Predict which catalyst facilitates the given reaction. (1) Reactant: [Cl:1][C:2]1[CH:3]=[C:4]([CH:8]=[C:9]([Cl:27])[C:10]=1[C:11]([N:13]1[C:21]2[CH:20]=[CH:19][N:18]=[C:17]([C:22]([CH:24]3[CH2:26][CH2:25]3)=[O:23])[C:16]=2[CH:15]=[CH:14]1)=[O:12])[C:5](O)=[O:6].C(N=C=NCCCN(C)C)C.ON1C2C=CC=CC=2N=N1.[CH3:49][N:50]([CH3:54])[CH2:51][CH2:52][NH2:53].C(=O)(O)[O-].[Na+]. Product: [Cl:1][C:2]1[CH:3]=[C:4]([CH:8]=[C:9]([Cl:27])[C:10]=1[C:11]([N:13]1[C:21]2[CH:20]=[CH:19][N:18]=[C:17]([C:22]([CH:24]3[CH2:25][CH2:26]3)=[O:23])[C:16]=2[CH:15]=[CH:14]1)=[O:12])[C:5]([NH:53][CH2:52][CH2:51][N:50]([CH3:54])[CH3:49])=[O:6]. The catalyst class is: 9. (2) Reactant: [CH3:1][O:2][C:3]1[CH:4]=[CH:5][C:6]2[O:10][C:9]([CH:11]([NH:18][C:19]3[CH:24]=[CH:23][C:22]([C:25]([N:27]([CH3:35])[CH2:28][CH2:29][C:30]([O:32][CH2:33][CH3:34])=[O:31])=[O:26])=[CH:21][CH:20]=3)[CH2:12][CH2:13][CH2:14][CH2:15]SC)=[C:8]([CH3:36])[C:7]=2[CH:37]=1.Cl[C:39]1C=CC=C(C(OO)=O)C=1.[S:49]([O-:52])([O-])=[O:50].[Na+].[Na+]. Product: [CH3:1][O:2][C:3]1[CH:4]=[CH:5][C:6]2[O:10][C:9]([CH:11]([NH:18][C:19]3[CH:20]=[CH:21][C:22]([C:25]([N:27]([CH3:35])[CH2:28][CH2:29][C:30]([O:32][CH2:33][CH3:34])=[O:31])=[O:26])=[CH:23][CH:24]=3)[CH2:12][CH2:13][CH2:14][CH2:15][S:49]([CH3:39])(=[O:52])=[O:50])=[C:8]([CH3:36])[C:7]=2[CH:37]=1. The catalyst class is: 21. (3) Reactant: [Br:1][C:2]1[CH:3]=[CH:4][C:5]([O:10][CH2:11][C:12]2([CH2:16][CH3:17])[CH2:15][O:14][CH2:13]2)=[C:6]([CH:9]=1)[CH:7]=O.[CH3:18][Si:19]([N-][Si:19]([CH3:21])([CH3:20])[CH3:18])([CH3:21])[CH3:20].[Li+].C[Si](Cl)(C)C.[CH2:33]([N:35](CC)CC)[CH3:34].C(Cl)(=[O:42])C. Product: [Br:1][C:2]1[CH:3]=[CH:4][C:5]([O:10][CH2:11][C:12]2([CH2:16][CH3:17])[CH2:15][O:14][CH2:13]2)=[C:6]([CH:7]=[N:35][C:33]([O:42][Si:19]([CH3:21])([CH3:20])[CH3:18])=[CH2:34])[CH:9]=1. The catalyst class is: 165. (4) The catalyst class is: 204. Reactant: C(O[C:6]([NH:8][C@@H:9]1[CH2:14][CH2:13][CH2:12][CH2:11][C@H:10]1[NH2:15])=[O:7])(C)(C)C.[CH3:16][N:17]1[CH2:22][CH2:21][C:20]2[N:23]=[C:24](C([O-])=O)[S:25][C:19]=2[CH2:18]1.[Li+].O.ON1C2C=CC=CC=2N=N1.Cl.CN(C)CCCN=C=NCC.[F:53][C:54]([F:59])([F:58])[C:55]([OH:57])=[O:56]. Product: [F:53][C:54]([F:59])([F:58])[C:55]([OH:57])=[O:56].[CH3:16][N:17]1[CH2:22][CH2:21][C:20]2[N:23]=[C:24]([C:6]([NH:8][C@@H:9]3[CH2:14][CH2:13][CH2:12][CH2:11][C@H:10]3[NH2:15])=[O:7])[S:25][C:19]=2[CH2:18]1. (5) Reactant: [F:1][C:2]1[CH:7]=[CH:6][C:5](/[CH:8]=[C:9]2/[C:10](=[O:16])[N:11]=[C:12](SC)[S:13]/2)=[C:4]([OH:17])[CH:3]=1.[CH3:18][CH:19]1[NH:23][NH:22][C:21](=[O:24])[CH2:20]1.C(OCC)(=O)/C=C/C.C(N(CC)CC)C. Product: [F:1][C:2]1[CH:7]=[CH:6][C:5](/[CH:8]=[C:9]2/[C:10](=[O:16])[N:11]=[C:12]([N:23]3[CH:19]([CH3:18])[CH2:20][C:21](=[O:24])[NH:22]3)[S:13]/2)=[C:4]([OH:17])[CH:3]=1. The catalyst class is: 8. (6) Reactant: [NH2:1][C:2]1[S:6][C:5]([NH:7][C:8]2[CH:17]=[CH:16][C:15]3[C:10](=[CH:11][CH:12]=[CH:13][CH:14]=3)[CH:9]=2)=[N:4][C:3]=1[C:18]([NH2:20])=[O:19].C(N(CC)C(C)C)(C)C.Cl[CH2:31][C:32]1[CH:40]=[CH:39][C:35]([C:36](Cl)=[O:37])=[CH:34][CH:33]=1.[C:41]([N:48]1[CH2:53][CH2:52][NH:51][CH2:50][CH2:49]1)([O:43][C:44]([CH3:47])([CH3:46])[CH3:45])=[O:42]. Product: [C:18]([C:3]1[N:4]=[C:5]([NH:7][C:8]2[CH:17]=[CH:16][C:15]3[C:10](=[CH:11][CH:12]=[CH:13][CH:14]=3)[CH:9]=2)[S:6][C:2]=1[NH:1][C:36]([C:35]1[CH:39]=[CH:40][C:32]([CH2:31][N:51]2[CH2:50][CH2:49][N:48]([C:41]([O:43][C:44]([CH3:47])([CH3:46])[CH3:45])=[O:42])[CH2:53][CH2:52]2)=[CH:33][CH:34]=1)=[O:37])(=[O:19])[NH2:20]. The catalyst class is: 566. (7) Reactant: [CH2:1]([NH:5][C:6]([C:8]1[CH:24]=[CH:23][C:11]2[S:12][C:13]3[CH:21]=[C:20]([F:22])[CH:19]=[CH:18][C:14]=3[C:15](Cl)=[N:16][C:10]=2[CH:9]=1)=[O:7])[CH2:2][CH2:3][CH3:4].[Br-].[Cl:26][C:27]1[S:31][C:30]([Zn+])=[CH:29][CH:28]=1. Product: [CH2:1]([NH:5][C:6]([C:8]1[CH:24]=[CH:23][C:11]2[S:12][C:13]3[CH:21]=[C:20]([F:22])[CH:19]=[CH:18][C:14]=3[C:15]([C:30]3[S:31][C:27]([Cl:26])=[CH:28][CH:29]=3)=[N:16][C:10]=2[CH:9]=1)=[O:7])[CH2:2][CH2:3][CH3:4]. The catalyst class is: 235. (8) Reactant: Br[CH2:2][CH2:3][CH2:4][N:5]1[CH:9]=[C:8]([C:10]([O:12][CH2:13][CH3:14])=[O:11])[CH:7]=[C:6]1[C:15]([O:17][CH2:18][CH3:19])=[O:16].[N-:20]=[N+:21]=[N-:22].[Na+]. Product: [N:20]([CH2:2][CH2:3][CH2:4][N:5]1[CH:9]=[C:8]([C:10]([O:12][CH2:13][CH3:14])=[O:11])[CH:7]=[C:6]1[C:15]([O:17][CH2:18][CH3:19])=[O:16])=[N+:21]=[N-:22]. The catalyst class is: 303.